From a dataset of Peptide-MHC class II binding affinity with 134,281 pairs from IEDB. Regression. Given a peptide amino acid sequence and an MHC pseudo amino acid sequence, predict their binding affinity value. This is MHC class II binding data. (1) The peptide sequence is VYHQINHLKTVLEEK. The MHC is DRB1_0401 with pseudo-sequence DRB1_0401. The binding affinity (normalized) is 0.172. (2) The peptide sequence is EEKIEIIPIQEEEY. The MHC is HLA-DQA10401-DQB10402 with pseudo-sequence HLA-DQA10401-DQB10402. The binding affinity (normalized) is 0.939. (3) The peptide sequence is AALAAAAGVPPADKY. The MHC is HLA-DQA10104-DQB10503 with pseudo-sequence HLA-DQA10104-DQB10503. The binding affinity (normalized) is 0.205. (4) The peptide sequence is PRSLFPEFSELFAAF. The MHC is HLA-DPA10103-DPB10401 with pseudo-sequence HLA-DPA10103-DPB10401. The binding affinity (normalized) is 0.656.